Predict the reactants needed to synthesize the given product. From a dataset of Full USPTO retrosynthesis dataset with 1.9M reactions from patents (1976-2016). (1) Given the product [C:9]([O-:40])(=[O:39])[CH2:10][CH2:11][C@H:12]([NH:16][C:17]([C:19]1[CH:20]=[CH:21][C:22]([NH:23][CH2:24][C:25]2[N:36]=[C:35]3[C:28]([N:29]=[C:30]([NH:32][C:33]3=[O:34])[NH2:31])=[N:27][CH:26]=2)=[CH:37][CH:38]=1)=[O:18])[C:13]([OH:15])=[O:14].[NH2:56][CH:57]([NH2:63])[CH2:58][CH2:59][CH2:60][CH2:61][CH3:62], predict the reactants needed to synthesize it. The reactants are: ON1C(=O)CCC1=O.[C:9]([OH:40])(=[O:39])[CH2:10][CH2:11][C@H:12]([NH:16][C:17]([C:19]1[CH:38]=[CH:37][C:22]([NH:23][CH2:24][C:25]2[N:36]=[C:35]3[C:28]([N:29]=[C:30]([NH:32][C:33]3=[O:34])[NH2:31])=[N:27][CH:26]=2)=[CH:21][CH:20]=1)=[O:18])[C:13]([OH:15])=[O:14].C1(N=C=NC2CCCCC2)CCCCC1.[NH2:56][CH:57]([NH2:63])[CH2:58][CH2:59][CH2:60][CH2:61][CH3:62]. (2) Given the product [NH2:14][C:15]1[N:20]=[CH:19][C:18]([CH:21]2[O:26][CH2:25][CH2:24][N:23]([C:27]([O:29][C:30]([CH3:33])([CH3:32])[CH3:31])=[O:28])[CH2:22]2)=[CH:17][CH:16]=1, predict the reactants needed to synthesize it. The reactants are: C1(C(=[N:14][C:15]2[N:20]=[CH:19][C:18]([CH:21]3[O:26][CH2:25][CH2:24][N:23]([C:27]([O:29][C:30]([CH3:33])([CH3:32])[CH3:31])=[O:28])[CH2:22]3)=[CH:17][CH:16]=2)C2C=CC=CC=2)C=CC=CC=1.C([O-])=O.[NH4+]. (3) Given the product [CH2:1]([O:8][C:9](=[O:13])[NH:10][C@H:11]1[C:35]2[C:34](=[CH:39][CH:38]=[C:37]([C:40]([F:41])([F:42])[F:43])[CH:36]=2)[NH:33][C@@H:30]([CH2:31][CH3:32])[CH2:12]1)[C:2]1[CH:7]=[CH:6][CH:5]=[CH:4][CH:3]=1, predict the reactants needed to synthesize it. The reactants are: [CH2:1]([O:8][C:9](=[O:13])[NH:10][CH:11]=[CH2:12])[C:2]1[CH:7]=[CH:6][CH:5]=[CH:4][CH:3]=1.C1(C)C=CC=CC=1.N1([CH:30]([NH:33][C:34]2[CH:39]=[CH:38][C:37]([C:40]([F:43])([F:42])[F:41])=[CH:36][CH:35]=2)[CH2:31][CH3:32])C2C=CC=CC=2N=N1.O.C1(C)C=CC(S(O)(=O)=O)=CC=1.